This data is from Full USPTO retrosynthesis dataset with 1.9M reactions from patents (1976-2016). The task is: Predict the reactants needed to synthesize the given product. The reactants are: Br[C:2]1[C:3](=[O:21])[N:4]([C:9]2[CH:10]=[C:11]([CH:16]=[C:17]([F:20])[C:18]=2[CH3:19])[C:12]([O:14][CH3:15])=[O:13])[CH:5]=[C:6]([Br:8])[N:7]=1.F[C:23](F)(F)[C:24]([OH:26])=[O:25].[NH2:29][C:30]1([C:33]2[CH:53]=[CH:52][CH:51]=[CH:50][C:34]=2[O:35][CH2:36][CH2:37][N:38](C)C(=O)OCC2C=CC=CC=2)[CH2:32][CH2:31]1.C(N(CC)C(C)C)(C)C.O.[C:64]1([CH3:70])[CH:69]=[CH:68][CH:67]=[CH:66][CH:65]=1. Given the product [CH2:70]([O:26][C:24]([CH2:23][NH:38][CH2:37][CH2:36][O:35][C:34]1[CH:50]=[CH:51][CH:52]=[CH:53][C:33]=1[C:30]1([NH:29][C:2]2[C:3](=[O:21])[N:4]([C:9]3[CH:10]=[C:11]([CH:16]=[C:17]([F:20])[C:18]=3[CH3:19])[C:12]([O:14][CH3:15])=[O:13])[CH:5]=[C:6]([Br:8])[N:7]=2)[CH2:32][CH2:31]1)=[O:25])[C:64]1[CH:69]=[CH:68][CH:67]=[CH:66][CH:65]=1, predict the reactants needed to synthesize it.